Dataset: Catalyst prediction with 721,799 reactions and 888 catalyst types from USPTO. Task: Predict which catalyst facilitates the given reaction. (1) Reactant: [OH:1][CH2:2][C:3]1[CH:4]=[C:5]([CH:8]=[CH:9][C:10]=1[CH2:11][N:12]([CH2:23][C:24]1[CH:29]=[C:28]([C:30]2[CH:35]=[CH:34][CH:33]=[CH:32][CH:31]=2)[CH:27]=[CH:26][N:25]=1)[CH:13]1[C:22]2[N:21]=[CH:20][CH:19]=[CH:18][C:17]=2[CH2:16][CH2:15][CH2:14]1)[C:6]#[N:7]. Product: [NH4+:7].[OH-:1].[NH2:7][CH2:6][C:5]1[CH:8]=[CH:9][C:10]([CH2:11][N:12]([CH2:23][C:24]2[CH:29]=[C:28]([C:30]3[CH:31]=[CH:32][CH:33]=[CH:34][CH:35]=3)[CH:27]=[CH:26][N:25]=2)[CH:13]2[C:22]3[N:21]=[CH:20][CH:19]=[CH:18][C:17]=3[CH2:16][CH2:15][CH2:14]2)=[C:3]([CH2:2][OH:1])[CH:4]=1. The catalyst class is: 5. (2) Reactant: Br[C:2]1[CH:3]=[C:4]([C:8]2[CH:9]=[N:10][C:11]([NH:23][C:24]([NH:26][CH2:27][CH3:28])=[O:25])=[CH:12][C:13]=2[C:14]2[S:15][CH:16]=[C:17]([C:19]([F:22])([F:21])[F:20])[N:18]=2)[CH:5]=[N:6][CH:7]=1.[O:29]=[C:30]1[NH:35][C:34](=[O:36])[C:33](B(O)O)=[CH:32][NH:31]1.C1(P(C2CCCCC2)C2C=CC=CC=2C2C(C(C)C)=CC(C(C)C)=CC=2C(C)C)CCCCC1.C(=O)([O-])[O-].[Na+].[Na+]. Product: [O:29]=[C:30]1[NH:35][C:34](=[O:36])[C:33]([C:2]2[CH:3]=[C:4]([C:8]3[CH:9]=[N:10][C:11]([NH:23][C:24]([NH:26][CH2:27][CH3:28])=[O:25])=[CH:12][C:13]=3[C:14]3[S:15][CH:16]=[C:17]([C:19]([F:22])([F:21])[F:20])[N:18]=3)[CH:5]=[N:6][CH:7]=2)=[CH:32][NH:31]1. The catalyst class is: 110. (3) Reactant: [N:1]1([C:8]2[CH:18]=[CH:17][C:11]([C:12]([O:14][CH2:15][CH3:16])=[O:13])=[CH:10][CH:9]=2)[CH2:7][CH2:6][CH2:5][NH:4][CH2:3][CH2:2]1.C(O[C:22]1(O[Si](C)(C)C)[CH2:24][CH2:23]1)C.C(O)(=O)C.C([BH3-])#N.[Na+]. Product: [CH:22]1([N:4]2[CH2:5][CH2:6][CH2:7][N:1]([C:8]3[CH:18]=[CH:17][C:11]([C:12]([O:14][CH2:15][CH3:16])=[O:13])=[CH:10][CH:9]=3)[CH2:2][CH2:3]2)[CH2:24][CH2:23]1. The catalyst class is: 83. (4) Reactant: [OH:1][CH:2]1[CH2:7][CH:6]([NH:8][C:9]2[CH:16]=[CH:15][C:12]([C:13]#[N:14])=[C:11]([C:17]([F:20])([F:19])[F:18])[CH:10]=2)[C:5]([CH3:22])([CH3:21])[CH2:4][CH2:3]1.[CH3:23][S:24](Cl)(=[O:26])=[O:25].O. The catalyst class is: 2. Product: [CH3:23][S:24]([O:1][CH:2]1[CH2:3][CH2:4][C:5]([CH3:22])([CH3:21])[CH:6]([NH:8][C:9]2[CH:16]=[CH:15][C:12]([C:13]#[N:14])=[C:11]([C:17]([F:18])([F:19])[F:20])[CH:10]=2)[CH2:7]1)(=[O:26])=[O:25].